This data is from TCR-epitope binding with 47,182 pairs between 192 epitopes and 23,139 TCRs. The task is: Binary Classification. Given a T-cell receptor sequence (or CDR3 region) and an epitope sequence, predict whether binding occurs between them. (1) The epitope is AMFWSVPTV. The TCR CDR3 sequence is CSAQQGIQPQHF. Result: 1 (the TCR binds to the epitope). (2) Result: 1 (the TCR binds to the epitope). The epitope is NLVPMVATV. The TCR CDR3 sequence is CASSQPAGESLRETQYF. (3) The epitope is LLLGIGILV. The TCR CDR3 sequence is CASSLGFGGATEAFF. Result: 1 (the TCR binds to the epitope). (4) The epitope is KLGGALQAK. The TCR CDR3 sequence is CASSLGYEANPARGYGYTF. Result: 1 (the TCR binds to the epitope). (5) The TCR CDR3 sequence is CASSLGRFQETQYF. The epitope is LLWNGPMAV. Result: 0 (the TCR does not bind to the epitope). (6) The epitope is AVFDRKSDAK. The TCR CDR3 sequence is CASSPRQGPDTQYF. Result: 0 (the TCR does not bind to the epitope). (7) The epitope is RILGAGCFV. The TCR CDR3 sequence is CASSLWTSGGAGETQYF. Result: 0 (the TCR does not bind to the epitope). (8) The epitope is NLDSKVGGNY. The TCR CDR3 sequence is CASSPDRGWQPQHF. Result: 0 (the TCR does not bind to the epitope). (9) The epitope is KTWGQYWQV. The TCR CDR3 sequence is CASSLGLNTEAFF. Result: 0 (the TCR does not bind to the epitope). (10) The epitope is RIFTIGTVTLK. The TCR CDR3 sequence is CASGQSGTACNEQFF. Result: 0 (the TCR does not bind to the epitope).